Dataset: HIV replication inhibition screening data with 41,000+ compounds from the AIDS Antiviral Screen. Task: Binary Classification. Given a drug SMILES string, predict its activity (active/inactive) in a high-throughput screening assay against a specified biological target. The molecule is C1=Cc2cccc3occ(c23)C=C1. The result is 0 (inactive).